Task: Predict the product of the given reaction.. Dataset: Forward reaction prediction with 1.9M reactions from USPTO patents (1976-2016) (1) Given the reactants [NH2:1][CH:2]1[CH2:5][N:4]([C:6]([C:8]2[CH:9]=[C:10]([CH:23]=[CH:24][C:25]=2[F:26])[CH2:11][C:12]2[C:21]3[C:16](=[CH:17][CH:18]=[CH:19][CH:20]=3)[C:15](=[O:22])[NH:14][N:13]=2)=[O:7])[CH2:3]1.[CH:27](=O)[CH2:28][CH3:29].C[Si]([C:35]#[N:36])(C)C, predict the reaction product. The product is: [F:26][C:25]1[CH:24]=[CH:23][C:10]([CH2:11][C:12]2[C:21]3[C:16](=[CH:17][CH:18]=[CH:19][CH:20]=3)[C:15](=[O:22])[NH:14][N:13]=2)=[CH:9][C:8]=1[C:6]([N:4]1[CH2:3][CH:2]([NH:1][CH:27]([CH2:28][CH3:29])[C:35]#[N:36])[CH2:5]1)=[O:7]. (2) Given the reactants [CH3:1][O:2][C:3](=[O:28])[CH2:4][CH2:5][CH2:6][O:7][C:8]1[CH:13]=[C:12]([N+:14]([O-])=O)[C:11]([C:17]([N:19]2[CH2:23][CH2:22][CH2:21][CH:20]2[CH2:24][OH:25])=[O:18])=[CH:10][C:9]=1[O:26][CH3:27].[H][H].CCOC(C)=O, predict the reaction product. The product is: [CH3:1][O:2][C:3](=[O:28])[CH2:4][CH2:5][CH2:6][O:7][C:8]1[CH:13]=[C:12]([NH2:14])[C:11]([C:17]([N:19]2[CH2:23][CH2:22][CH2:21][CH:20]2[CH2:24][OH:25])=[O:18])=[CH:10][C:9]=1[O:26][CH3:27]. (3) Given the reactants [CH3:1][C:2]1[CH:6]=[C:5]([N:7]2[CH2:11][CH2:10][N:9]([CH2:12][C:13]3[CH:18]=[CH:17][C:16]([C:19]([F:22])([F:21])[F:20])=[CH:15][CH:14]=3)[C:8]2=[O:23])[S:4][C:3]=1[C:24]([O:26]CC)=[O:25].[OH-].[Na+].Cl, predict the reaction product. The product is: [CH3:1][C:2]1[CH:6]=[C:5]([N:7]2[CH2:11][CH2:10][N:9]([CH2:12][C:13]3[CH:14]=[CH:15][C:16]([C:19]([F:20])([F:21])[F:22])=[CH:17][CH:18]=3)[C:8]2=[O:23])[S:4][C:3]=1[C:24]([OH:26])=[O:25]. (4) Given the reactants [NH2:1][C:2]1[CH:7]=[CH:6][C:5]([CH2:8][C:9]([OH:11])=[O:10])=[CH:4][CH:3]=1.O=S(Cl)Cl.[CH3:16]O, predict the reaction product. The product is: [NH2:1][C:2]1[CH:3]=[CH:4][C:5]([CH2:8][C:9]([O:11][CH3:16])=[O:10])=[CH:6][CH:7]=1. (5) The product is: [C:2]([O:6][C:7]([N:9]1[CH2:10][CH2:11][C:12]2([O:15][CH2:16][CH2:17][N:18]([C:28]([C:26]3[N:27]=[C:23]([CH:20]([CH3:22])[CH3:21])[S:24][CH:25]=3)=[O:29])[CH2:19]2)[CH2:13][CH2:14]1)=[O:8])([CH3:5])([CH3:3])[CH3:4]. Given the reactants Cl.[C:2]([O:6][C:7]([N:9]1[CH2:14][CH2:13][C:12]2([CH2:19][NH:18][CH2:17][CH2:16][O:15]2)[CH2:11][CH2:10]1)=[O:8])([CH3:5])([CH3:4])[CH3:3].[CH:20]([C:23]1[S:24][CH:25]=[C:26]([C:28](O)=[O:29])[N:27]=1)([CH3:22])[CH3:21].CC1CCCO1.C(N(CC)CC)C.O1CCCC1, predict the reaction product.